Dataset: Forward reaction prediction with 1.9M reactions from USPTO patents (1976-2016). Task: Predict the product of the given reaction. (1) The product is: [Cl:1][C:2]1[CH:3]=[C:4]2[N:18]([CH2:19][OH:20])[C:17]([O:27][C@H:28]3[C@H:32]4[O:33][CH2:34][C@@H:35]([OH:36])[C@H:31]4[O:30][CH2:29]3)=[CH:16][C:5]2=[N:6][C:7]=1[C:8]#[C:9][C:10]1[CH:11]=[CH:12][CH:13]=[CH:14][CH:15]=1. Given the reactants [Cl:1][C:2]1[CH:3]=[C:4]2[N:18]([CH2:19][O:20]CC[Si](C)(C)C)[C:17]([O:27][C@H:28]3[C@H:32]4[O:33][CH2:34][C@@H:35]([OH:36])[C@H:31]4[O:30][CH2:29]3)=[CH:16][C:5]2=[N:6][C:7]=1[C:8]#[C:9][C:10]1[CH:15]=[CH:14][CH:13]=[CH:12][CH:11]=1.Cl, predict the reaction product. (2) Given the reactants [F:1][C:2]([F:18])([F:17])[C:3]1[CH:4]=[C:5]([CH:14]=[CH:15][CH:16]=1)[C:6]([CH2:8][C:9]([O:11]CC)=O)=O.[NH:19]([C:21]1[CH:26]=[CH:25][CH:24]=[CH:23][N:22]=1)[NH2:20], predict the reaction product. The product is: [N:22]1[CH:23]=[CH:24][CH:25]=[CH:26][C:21]=1[N:19]1[C:9]([OH:11])=[CH:8][C:6]([C:5]2[CH:14]=[CH:15][CH:16]=[C:3]([C:2]([F:1])([F:17])[F:18])[CH:4]=2)=[N:20]1. (3) Given the reactants [CH2:1]([O:8][C:9]1[CH:28]=[CH:27][C:12]([O:13][C:14]2[C:22]([CH3:23])=[CH:21][C:20]([N+:24]([O-:26])=[O:25])=[C:19]3[C:15]=2[CH2:16][CH2:17][CH2:18]3)=[CH:11][CH:10]=1)[C:2]1[CH:7]=[CH:6][CH:5]=[CH:4][CH:3]=1.[I:29]I, predict the reaction product. The product is: [CH2:1]([O:8][C:9]1[CH:28]=[CH:27][C:12]([O:13][C:14]2[C:22]([CH3:23])=[CH:21][C:20]([N+:24]([O-:26])=[O:25])=[C:19]3[C:15]=2[CH2:16][CH2:17][CH2:18]3)=[CH:11][C:10]=1[I:29])[C:2]1[CH:7]=[CH:6][CH:5]=[CH:4][CH:3]=1. (4) Given the reactants [OH:1][C:2]1[CH:7]=[CH:6][C:5]([C:8]2[C:26]3[C:21](=[CH:22][CH:23]=[C:24]([O:27][CH3:28])[CH:25]=3)[C:10]3([C:18]4[C:13](=[CH:14][C:15]([O:19][CH3:20])=[CH:16][CH:17]=4)[CH2:12][CH2:11]3)[CH:9]=2)=[CH:4][CH:3]=1.[N:29]1([CH:35](O)[CH3:36])[CH2:34][CH2:33][CH2:32][CH2:31][CH2:30]1.C1(P(C2C=CC=CC=2)C2C=CC=CC=2)C=CC=CC=1.N(C(OC(C)C)=O)=NC(OC(C)C)=O, predict the reaction product. The product is: [CH3:28][O:27][C:24]1[CH:25]=[C:26]2[C:21](=[CH:22][CH:23]=1)[C:10]1([C:18]3[C:13](=[CH:14][C:15]([O:19][CH3:20])=[CH:16][CH:17]=3)[CH2:12][CH2:11]1)[CH:9]=[C:8]2[C:5]1[CH:6]=[CH:7][C:2]([O:1][CH2:36][CH2:35][N:29]2[CH2:34][CH2:33][CH2:32][CH2:31][CH2:30]2)=[CH:3][CH:4]=1. (5) Given the reactants C([C@H]1C[O:11][C:10](=[O:13])N1C(=O)/C=C/C)C1C=CC=CC=1.[CH2:19]=[CH:20][C:21](=[CH2:23])[CH3:22].[Al](Cl)(CC)CC.[C:30]1(C)[CH:35]=CC=C[CH:31]=1.Cl, predict the reaction product. The product is: [CH3:23][C@H:21]1[CH2:22][C@@H:30]([CH3:35])[CH2:31][CH2:19][C@@H:20]1[C:10]([OH:13])=[O:11]. (6) Given the reactants [Cl:1][C:2]1[CH:3]=[CH:4][C:5]([O:20][CH2:21][CH:22]([CH2:25][CH3:26])[CH2:23][CH3:24])=[C:6]([CH:19]=1)[CH2:7][N:8]1[C:12]2=[CH:13][N:14]=[C:15]([C:17]#[N:18])[CH:16]=[C:11]2[CH:10]=[N:9]1.[OH-].[K+].[O:29]1CCOCC1, predict the reaction product. The product is: [Cl:1][C:2]1[CH:3]=[CH:4][C:5]([O:20][CH2:21][CH:22]([CH2:25][CH3:26])[CH2:23][CH3:24])=[C:6]([CH:19]=1)[CH2:7][N:8]1[C:12]2=[CH:13][N:14]=[C:15]([C:17]([NH2:18])=[O:29])[CH:16]=[C:11]2[CH:10]=[N:9]1.